Predict the product of the given reaction. From a dataset of Forward reaction prediction with 1.9M reactions from USPTO patents (1976-2016). (1) Given the reactants Br[CH:2]([CH3:5])[C:3]#[N:4].Cl.[Cl:7][C:8]1[CH:13]=[CH:12][C:11]([CH:14]2[CH:18]([C:19]3[CH:24]=[CH:23][C:22]([Cl:25])=[CH:21][CH:20]=3)[N:17]([C:26]([N:28]3[CH2:33][CH2:32][NH:31][CH2:30][CH2:29]3)=[O:27])[C:16]([C:34]3[CH:39]=[CH:38][C:37]([C:40]([F:43])([F:42])[F:41])=[CH:36][C:35]=3[O:44][CH2:45][CH3:46])=[N:15]2)=[CH:10][CH:9]=1.C(N(C(C)C)CC)(C)C, predict the reaction product. The product is: [Cl:7][C:8]1[CH:9]=[CH:10][C:11]([CH:14]2[CH:18]([C:19]3[CH:24]=[CH:23][C:22]([Cl:25])=[CH:21][CH:20]=3)[N:17]([C:26]([N:28]3[CH2:33][CH2:32][N:31]([CH2:5][CH2:2][C:3]#[N:4])[CH2:30][CH2:29]3)=[O:27])[C:16]([C:34]3[CH:39]=[CH:38][C:37]([C:40]([F:41])([F:43])[F:42])=[CH:36][C:35]=3[O:44][CH2:45][CH3:46])=[N:15]2)=[CH:12][CH:13]=1. (2) Given the reactants [Cl:1][C@@H:2]1[C@H:7]([O:8][Si:9]([C:12]([CH3:15])([CH3:14])[CH3:13])([CH3:11])[CH3:10])[C@@H:6]([CH2:16][O:17][Si:18]([C:21]([CH3:24])([CH3:23])[CH3:22])([CH3:20])[CH3:19])[O:5][CH:3]1[OH:4].C(N(CC)CC)C.CS([Cl:36])(=O)=O, predict the reaction product. The product is: [Cl:36][C:3]1([O:5][C@H:6]([CH2:16][O:17][Si:18]([C:21]([CH3:24])([CH3:23])[CH3:22])([CH3:19])[CH3:20])[C@@H:7]([O:8][Si:9]([C:12]([CH3:15])([CH3:14])[CH3:13])([CH3:11])[CH3:10])[C@H:2]1[Cl:1])[OH:4].